Task: Predict which catalyst facilitates the given reaction.. Dataset: Catalyst prediction with 721,799 reactions and 888 catalyst types from USPTO (1) Reactant: Br[C:2]1[CH:7]=[C:6]([C:8]([F:11])([F:10])[F:9])[CH:5]=[CH:4][N:3]=1.C([Li])CCC.[O:17]=[C:18]1[CH2:23][CH2:22][N:21]([C:24]([O:26][C:27]([CH3:30])([CH3:29])[CH3:28])=[O:25])[CH2:20][CH2:19]1. Product: [C:27]([O:26][C:24]([N:21]1[CH2:22][CH2:23][C:18]([OH:17])([C:2]2[CH:7]=[C:6]([C:8]([F:11])([F:10])[F:9])[CH:5]=[CH:4][N:3]=2)[CH2:19][CH2:20]1)=[O:25])([CH3:30])([CH3:28])[CH3:29]. The catalyst class is: 2. (2) Reactant: [CH3:1][O:2][C:3]1[CH:8]=[C:7]([C@H:9]2[C@H:14]([N+:15]([O-:17])=[O:16])[CH2:13][CH:12]=[CH:11][CH2:10]2)[CH:6]=[CH:5][C:4]=1[OH:18]. Product: [CH3:1][O:2][C:3]1[CH:8]=[C:7]([C@@H:9]2[CH2:10][CH2:11][CH2:12][CH2:13][C@H:14]2[N+:15]([O-:17])=[O:16])[CH:6]=[CH:5][C:4]=1[OH:18]. The catalyst class is: 19. (3) Reactant: [Br-].[F:2][C:3]1[CH:28]=[CH:27][C:6]([CH2:7][P+](C2C=CC=CC=2)(C2C=CC=CC=2)C2C=CC=CC=2)=[CH:5][CH:4]=1.CC(C)([O-])C.[K+].[F:35][C:36]1[CH:43]=[C:42]([C:44]2[CH:53]=[CH:52][C:51]3[C:46](=[CH:47][CH:48]=[CH:49][CH:50]=3)[CH:45]=2)[CH:41]=[CH:40][C:37]=1[CH:38]=O.O. Product: [F:35][C:36]1[CH:43]=[C:42]([C:44]2[CH:53]=[CH:52][C:51]3[C:46](=[CH:47][CH:48]=[CH:49][CH:50]=3)[CH:45]=2)[CH:41]=[CH:40][C:37]=1[CH:38]=[CH:7][C:6]1[CH:5]=[CH:4][C:3]([F:2])=[CH:28][CH:27]=1. The catalyst class is: 1.